From a dataset of Full USPTO retrosynthesis dataset with 1.9M reactions from patents (1976-2016). Predict the reactants needed to synthesize the given product. (1) Given the product [F:1][C:2]1[CH:3]=[C:4]([CH:5]=[CH:6][C:7]=1[N+:8]([O-:10])=[O:9])[O:11][CH2:14][C:15]1[CH:19]=[CH:18][N:17]([CH3:20])[N:16]=1, predict the reactants needed to synthesize it. The reactants are: [F:1][C:2]1[CH:3]=[C:4]([OH:11])[CH:5]=[CH:6][C:7]=1[N+:8]([O-:10])=[O:9].Cl.Cl[CH2:14][C:15]1[CH:19]=[CH:18][N:17]([CH3:20])[N:16]=1.C(=O)([O-])[O-].[K+].[K+].[I-].[K+]. (2) The reactants are: [CH2:1]([S:3](Cl)(=[O:5])=[O:4])[CH3:2].[Br:7][C:8]1[CH:14]=[CH:13][C:11]([NH2:12])=[CH:10][CH:9]=1.Cl. Given the product [Br:7][C:8]1[CH:14]=[CH:13][C:11]([NH:12][S:3]([CH2:1][CH3:2])(=[O:5])=[O:4])=[CH:10][CH:9]=1, predict the reactants needed to synthesize it.